The task is: Predict the reactants needed to synthesize the given product.. This data is from Full USPTO retrosynthesis dataset with 1.9M reactions from patents (1976-2016). Given the product [CH2:36]([NH:38][CH:19]1[CH2:20][N:15]([C:13]([C:4]2[S:3][C:2]([CH3:1])=[N:6][C:5]=2[C:7]2[CH:8]=[CH:9][CH:10]=[CH:11][CH:12]=2)=[O:14])[CH:16]([CH2:22][NH:23][C:24]([C:26]2[CH:27]=[CH:28][CH:29]=[C:30]3[C:35]=2[N:34]=[CH:33][CH:32]=[CH:31]3)=[O:25])[CH2:17][CH2:18]1)[CH3:37], predict the reactants needed to synthesize it. The reactants are: [CH3:1][C:2]1[S:3][C:4]([C:13]([N:15]2[CH2:20][C:19](=O)[CH2:18][CH2:17][CH:16]2[CH2:22][NH:23][C:24]([C:26]2[CH:27]=[CH:28][CH:29]=[C:30]3[C:35]=2[N:34]=[CH:33][CH:32]=[CH:31]3)=[O:25])=[O:14])=[C:5]([C:7]2[CH:12]=[CH:11][CH:10]=[CH:9][CH:8]=2)[N:6]=1.[CH2:36]([NH2:38])[CH3:37].